From a dataset of Full USPTO retrosynthesis dataset with 1.9M reactions from patents (1976-2016). Predict the reactants needed to synthesize the given product. (1) Given the product [Cl:30][C:27]1[N:26]=[C:25]2[C:24](=[CH:29][CH:28]=1)[N:23]=[C:21]([CH2:20][CH2:19][Cl:18])[C:39]1[C:38]3[C:33]([NH:32][C:31]2=1)=[CH:34][CH:35]=[CH:36][C:37]=3[F:40], predict the reactants needed to synthesize it. The reactants are: O(S(C(F)(F)F)(=O)=O)S(C(F)(F)F)(=O)=O.N#N.[Cl:18][CH2:19][CH2:20][C:21]([NH:23][C:24]1[C:25]([C:31]2[NH:32][C:33]3[C:38]([CH:39]=2)=[C:37]([F:40])[CH:36]=[CH:35][CH:34]=3)=[N:26][C:27]([Cl:30])=[CH:28][CH:29]=1)=O. (2) Given the product [NH:1]1[CH:5]=[CH:4][C:3]([C:6]([O:8][CH2:19][CH3:20])=[O:7])=[N:2]1, predict the reactants needed to synthesize it. The reactants are: [NH:1]1[CH:5]=[CH:4][C:3]([C:6]([OH:8])=[O:7])=[N:2]1.OS(O)(=O)=O.C(Cl)Cl.CO.[CH3:19][CH2:20]O. (3) Given the product [CH3:3][O:4][C:5]1[CH:6]=[C:7]([NH:17][C:18]2[N:33]=[C:21]3[C:22]([C:27]4[CH2:28][CH2:29][N:30]([C:35]([O:37][CH2:38][CH3:39])=[O:36])[CH2:31][CH:32]=4)=[CH:23][C:24]([CH3:26])=[CH:25][N:20]3[N:19]=2)[CH:8]=[CH:9][C:10]=1[N:11]1[CH:15]=[C:14]([CH3:16])[N:13]=[CH:12]1, predict the reactants needed to synthesize it. The reactants are: Cl.Cl.[CH3:3][O:4][C:5]1[CH:6]=[C:7]([NH:17][C:18]2[N:33]=[C:21]3[C:22]([C:27]4[CH2:28][CH2:29][NH:30][CH2:31][CH:32]=4)=[CH:23][C:24]([CH3:26])=[CH:25][N:20]3[N:19]=2)[CH:8]=[CH:9][C:10]=1[N:11]1[CH:15]=[C:14]([CH3:16])[N:13]=[CH:12]1.Cl[C:35]([O:37][CH2:38][CH3:39])=[O:36].C(Cl)Cl. (4) The reactants are: [CH:1](NC(C)C)(C)C.C([Li])CCC.C[Si](C=[N+]=[N-])(C)C.[NH2:20][C:21]1[C:26]([CH:27]=O)=[CH:25][CH:24]=[C:23]([CH2:29][O:30][CH3:31])[N:22]=1. Given the product [C:27]([C:26]1[C:21]([NH2:20])=[N:22][C:23]([CH2:29][O:30][CH3:31])=[CH:24][CH:25]=1)#[CH:1], predict the reactants needed to synthesize it. (5) Given the product [F:1][C:2]([F:48])([F:49])[C:3]1[CH:4]=[C:5]([C@H:13]2[O:17][C:16](=[O:18])[N:15]([CH2:19][C:20]3[CH:25]=[C:24]([C:26]([F:28])([F:27])[F:29])[CH:23]=[CH:22][C:21]=3[C:30]3[CH:35]=[C:34]([C:51]4[CH:60]=[CH:59][C:54]([C:55]([O:57][CH3:58])=[O:56])=[CH:53][C:52]=4[CH3:61])[CH:33]=[CH:32][C:31]=3[O:45][CH3:46])[C@H:14]2[CH3:47])[CH:6]=[C:7]([C:9]([F:12])([F:10])[F:11])[CH:8]=1, predict the reactants needed to synthesize it. The reactants are: [F:1][C:2]([F:49])([F:48])[C:3]1[CH:4]=[C:5]([C@H:13]2[O:17][C:16](=[O:18])[N:15]([CH2:19][C:20]3[CH:25]=[C:24]([C:26]([F:29])([F:28])[F:27])[CH:23]=[CH:22][C:21]=3[C:30]3[CH:35]=[C:34](B4OC(C)(C)C(C)(C)O4)[CH:33]=[CH:32][C:31]=3[O:45][CH3:46])[C@H:14]2[CH3:47])[CH:6]=[C:7]([C:9]([F:12])([F:11])[F:10])[CH:8]=1.Br[C:51]1[CH:60]=[CH:59][C:54]([C:55]([O:57][CH3:58])=[O:56])=[CH:53][C:52]=1[CH3:61].[OH-].[K+].